From a dataset of Ames mutagenicity test results for genotoxicity prediction. Regression/Classification. Given a drug SMILES string, predict its toxicity properties. Task type varies by dataset: regression for continuous values (e.g., LD50, hERG inhibition percentage) or binary classification for toxic/non-toxic outcomes (e.g., AMES mutagenicity, cardiotoxicity, hepatotoxicity). Dataset: ames. (1) The compound is Fc1ccc(F)c2c1ccc1ncccc12. The result is 1 (mutagenic). (2) The compound is ClCC1OC(CCl)OC(CCl)O1. The result is 1 (mutagenic).